From a dataset of Catalyst prediction with 721,799 reactions and 888 catalyst types from USPTO. Predict which catalyst facilitates the given reaction. Reactant: [N:1]1[CH:6]=[CH:5][N:4]=[CH:3][C:2]=1C(O)=O.P([N:26]=[N+]=[N-])(=O)(OC1C=CC=CC=1)OC1C=CC=CC=1.[Cl:29][C:30]1[CH:31]=[CH:32][C:33]2[N:39]3[CH2:40][C@H:36]([CH2:37][CH2:38]3)[NH:35][C:34]=2[N:41]=1.[O:42]1[CH2:46]CCC1. Product: [Cl:29][C:30]1[CH:31]=[CH:32][C:33]2[N:39]3[CH2:40][C@H:36]([CH2:37][CH2:38]3)[N:35]([C:46]([NH:26][C:2]3[CH:3]=[N:4][CH:5]=[CH:6][N:1]=3)=[O:42])[C:34]=2[N:41]=1. The catalyst class is: 6.